This data is from Forward reaction prediction with 1.9M reactions from USPTO patents (1976-2016). The task is: Predict the product of the given reaction. (1) Given the reactants [CH2:1]([O:5][C:6](=[O:19])[C:7]1[CH:12]=[C:11]([O:13][CH2:14][CH:15]([CH3:17])[CH3:16])[CH:10]=[C:9](N)[CH:8]=1)[CH:2]([CH3:4])[CH3:3].N([O-])=O.[Na+].[BrH:24], predict the reaction product. The product is: [CH2:1]([O:5][C:6](=[O:19])[C:7]1[CH:12]=[C:11]([O:13][CH2:14][CH:15]([CH3:17])[CH3:16])[CH:10]=[C:9]([Br:24])[CH:8]=1)[CH:2]([CH3:4])[CH3:3]. (2) Given the reactants [F:1][C:2]1[CH:7]=[C:6]([F:8])[CH:5]=[CH:4][C:3]=1[S:9]([NH:12][C:13]1[C:14]([O:28][CH3:29])=[N:15][CH:16]=[C:17](B2OC(C)(C)C(C)(C)O2)[CH:18]=1)(=[O:11])=[O:10].Br[C:31]1[CH:36]=[CH:35][N:34]2[N:37]=[CH:38][C:39]([C:40]#[C:41][CH2:42][OH:43])=[C:33]2[CH:32]=1.C(Cl)Cl.C([O-])([O-])=O.[Na+].[Na+], predict the reaction product. The product is: [F:1][C:2]1[CH:7]=[C:6]([F:8])[CH:5]=[CH:4][C:3]=1[S:9]([NH:12][C:13]1[C:14]([O:28][CH3:29])=[N:15][CH:16]=[C:17]([C:31]2[CH:36]=[CH:35][N:34]3[N:37]=[CH:38][C:39]([C:40]#[C:41][CH2:42][OH:43])=[C:33]3[CH:32]=2)[CH:18]=1)(=[O:10])=[O:11]. (3) Given the reactants [NH2:1][C:2]1[CH:7]=[CH:6][CH:5]=[CH:4][N:3]=1.[C:8]([N+:12]#[C-:13])([CH3:11])([CH3:10])[CH3:9].[CH:14](=O)[C:15]1[CH:20]=[CH:19][CH:18]=[CH:17][CH:16]=1.[CH2:22]([C:29]([Cl:31])=[O:30])[CH2:23][CH2:24][CH2:25][CH2:26][CH2:27]C, predict the reaction product. The product is: [Cl-:31].[C:8]([N:12]([C:29](=[O:30])[CH2:22][CH2:23][CH2:24][CH2:25][CH2:26][CH3:27])[C:13]1[N:3]2[CH:4]=[CH:5][CH:6]=[CH:7][C:2]2=[N+:1]([C:29](=[O:30])[CH2:22][CH2:23][CH2:24][CH2:25][CH2:26][CH3:27])[C:14]=1[C:15]1[CH:20]=[CH:19][CH:18]=[CH:17][CH:16]=1)([CH3:11])([CH3:10])[CH3:9]. (4) The product is: [CH2:1]([N:4]([C@H:5]1[C:13]2[C:8](=[CH:9][CH:10]=[CH:11][CH:12]=2)[CH2:7][CH2:6]1)[C:17](=[O:18])[C:16]([CH3:21])([CH3:20])[CH2:15][Cl:14])[CH:2]=[CH2:3]. Given the reactants [CH2:1]([NH:4][C@H:5]1[C:13]2[C:8](=[CH:9][CH:10]=[CH:11][CH:12]=2)[CH2:7][CH2:6]1)[CH:2]=[CH2:3].[Cl:14][CH2:15][C:16]([CH3:21])([CH3:20])[C:17](Cl)=[O:18], predict the reaction product. (5) Given the reactants Cl.[F:2][C:3]1[CH:25]=[CH:24][CH:23]=[CH:22][C:4]=1[CH2:5][C:6]1([CH2:19][O:20][CH3:21])[CH2:11][CH2:10][CH2:9][N:8](C(OC(C)(C)C)=O)[CH2:7]1, predict the reaction product. The product is: [F:2][C:3]1[CH:25]=[CH:24][CH:23]=[CH:22][C:4]=1[CH2:5][C:6]1([CH2:19][O:20][CH3:21])[CH2:11][CH2:10][CH2:9][NH:8][CH2:7]1. (6) Given the reactants CC1(C)C(C)(C)OB([C:9]2[CH:13]=[CH:12][O:11][C:10]=2[CH3:14])O1.Br[C:17]1[N:22]=[C:21]([N:23]2[CH2:28][C@H:27]([CH3:29])[O:26][C@H:25]([CH3:30])[CH2:24]2)[CH:20]=[CH:19][CH:18]=1.O.C(=O)([O-])[O-].[Na+].[Na+], predict the reaction product. The product is: [CH3:30][C@H:25]1[O:26][C@@H:27]([CH3:29])[CH2:28][N:23]([C:21]2[CH:20]=[CH:19][CH:18]=[C:17]([C:9]3[CH:13]=[CH:12][O:11][C:10]=3[CH3:14])[N:22]=2)[CH2:24]1. (7) Given the reactants [NH:1]1[C:9]2[C:4](=[CH:5][C:6]([C:10]([OH:12])=O)=[CH:7][CH:8]=2)[CH:3]=[CH:2]1.[NH:13]1[CH2:18][CH2:17][CH2:16][C@@H:15]2[C:19]3[CH:20]=[CH:21][CH:22]=[CH:23][C:24]=3[CH2:25][C@H:14]12.F[P-](F)(F)(F)(F)F.N1(OC(N(C)C)=[N+](C)C)C2N=CC=CC=2N=N1, predict the reaction product. The product is: [N:13]1([C:10]([C:6]2[CH:5]=[C:4]3[C:9](=[CH:8][CH:7]=2)[NH:1][CH:2]=[CH:3]3)=[O:12])[CH2:18][CH2:17][CH2:16][C@@H:15]2[C:19]3[CH:20]=[CH:21][CH:22]=[CH:23][C:24]=3[CH2:25][C@H:14]12. (8) Given the reactants [CH3:1][C:2]1[C:3]([C:13]2[O:14][CH:15]=[CH:16][N:17]=2)=[C:4]([CH:10]=[CH:11][CH:12]=1)[C:5]([O:7]CC)=[O:6].[OH-].[Na+], predict the reaction product. The product is: [CH3:1][C:2]1[C:3]([C:13]2[O:14][CH:15]=[CH:16][N:17]=2)=[C:4]([CH:10]=[CH:11][CH:12]=1)[C:5]([OH:7])=[O:6].